From a dataset of Reaction yield outcomes from USPTO patents with 853,638 reactions. Predict the reaction yield, written as a fraction of the theoretical maximum amount of product (1.0 means a 100% yield; for example, 0.34 means a 34% yield). (1) The reactants are [Br:1][C:2]1[CH:3]=[C:4]([C:9]2[CH:21]=[CH:20][C:12]3[NH:13][C:14](=[O:19])[O:15][C:16]([CH3:18])([CH3:17])[C:11]=3[CH:10]=2)[CH:5]=[C:6]([F:8])[CH:7]=1.[H-].[Na+].I[CH3:25].[Cl-].[NH4+]. The catalyst is CN(C=O)C. The product is [Br:1][C:2]1[CH:3]=[C:4]([C:9]2[CH:21]=[CH:20][C:12]3[N:13]([CH3:25])[C:14](=[O:19])[O:15][C:16]([CH3:17])([CH3:18])[C:11]=3[CH:10]=2)[CH:5]=[C:6]([F:8])[CH:7]=1. The yield is 0.870. (2) The reactants are C1(P(C2C=CC=CC=2)C2C=CC=CC=2)C=CC=CC=1.[C:20]([O:39][CH2:40][CH2:41][CH2:42][CH2:43][CH2:44]O)([C:33]1[CH:38]=[CH:37][CH:36]=[CH:35][CH:34]=1)([C:27]1[CH:32]=[CH:31][CH:30]=[CH:29][CH:28]=1)[C:21]1[CH:26]=[CH:25][CH:24]=[CH:23][CH:22]=1.[C:46]([N:54]1[C:59](=[O:60])[CH:58]=[CH:57][NH:56][C:55]1=[O:61])(=[O:53])[C:47]1[CH:52]=[CH:51][CH:50]=[CH:49][CH:48]=1.CC(OC(/N=N/C(OC(C)C)=O)=O)C. The catalyst is C1COCC1.CCCCCC.CCOC(C)=O. The product is [C:46]([N:54]1[C:59](=[O:60])[CH:58]=[CH:57][N:56]([CH2:44][CH2:43][CH2:42][CH2:41][CH2:40][O:39][C:20]([C:33]2[CH:34]=[CH:35][CH:36]=[CH:37][CH:38]=2)([C:21]2[CH:22]=[CH:23][CH:24]=[CH:25][CH:26]=2)[C:27]2[CH:32]=[CH:31][CH:30]=[CH:29][CH:28]=2)[C:55]1=[O:61])(=[O:53])[C:47]1[CH:48]=[CH:49][CH:50]=[CH:51][CH:52]=1. The yield is 0.530.